Dataset: Forward reaction prediction with 1.9M reactions from USPTO patents (1976-2016). Task: Predict the product of the given reaction. (1) Given the reactants B.CSC.[CH:5]1([CH2:10][S:11][C:12]2[CH:13]=[C:14]([CH:18]([OH:22])[CH2:19][C:20]#[N:21])[CH:15]=[CH:16][CH:17]=2)[CH2:9][CH2:8][CH2:7][CH2:6]1, predict the reaction product. The product is: [NH2:21][CH2:20][CH2:19][CH:18]([C:14]1[CH:15]=[CH:16][CH:17]=[C:12]([S:11][CH2:10][CH:5]2[CH2:9][CH2:8][CH2:7][CH2:6]2)[CH:13]=1)[OH:22]. (2) Given the reactants C([O:8][C@@H:9]1[C@@H:14]([O:15]CC2C=CC=CC=2)[C@H:13]([O:23]CC2C=CC=CC=2)[C@@H:12]([CH2:31][O:32]CC2C=CC=CC=2)[O:11][C@:10]21[C:48]1[C:43](=[CH:44][C:45]([Cl:58])=[C:46]([CH2:49][C:50]3[CH:55]=[CH:54][C:53]([CH2:56][CH3:57])=[CH:52][CH:51]=3)[CH:47]=1)[O:42][CH:41]([OH:59])[CH2:40]2)C1C=CC=CC=1.[H][H], predict the reaction product. The product is: [Cl:58][C:45]1[CH:44]=[C:43]2[O:42][CH:41]([OH:59])[CH2:40][C@@:10]3([C@H:9]([OH:8])[C@@H:14]([OH:15])[C@H:13]([OH:23])[C@@H:12]([CH2:31][OH:32])[O:11]3)[C:48]2=[CH:47][C:46]=1[CH2:49][C:50]1[CH:51]=[CH:52][C:53]([CH2:56][CH3:57])=[CH:54][CH:55]=1.